From a dataset of Full USPTO retrosynthesis dataset with 1.9M reactions from patents (1976-2016). Predict the reactants needed to synthesize the given product. (1) Given the product [Br:1][C:2]1[CH:3]=[C:4]([C:8]([C:10]2[CH:11]=[CH:12][C:13]([O:16][S:25]([CH3:24])(=[O:27])=[O:26])=[CH:14][CH:15]=2)=[CH2:9])[CH:5]=[CH:6][CH:7]=1, predict the reactants needed to synthesize it. The reactants are: [Br:1][C:2]1[CH:3]=[C:4]([C:8]([C:10]2[CH:15]=[CH:14][C:13]([OH:16])=[CH:12][CH:11]=2)=[CH2:9])[CH:5]=[CH:6][CH:7]=1.C(N(CC)CC)C.[CH3:24][S:25](Cl)(=[O:27])=[O:26].C(OCC)(=O)C. (2) Given the product [NH2:1][C:2]1[C:11]([C:12]([NH2:14])=[O:13])=[C:10]([NH:15][C:16]2[CH:17]=[C:18]([CH:24]=[CH:25][CH:26]=2)[C:19]([OH:21])=[O:20])[C:9]2[C:4](=[CH:5][C:6]([C:33]3[C:34]([O:36][CH3:37])=[N:35][C:30]([O:29][CH3:28])=[N:31][CH:32]=3)=[CH:7][CH:8]=2)[N:3]=1, predict the reactants needed to synthesize it. The reactants are: [NH2:1][C:2]1[C:11]([C:12]([NH2:14])=[O:13])=[C:10]([NH:15][C:16]2[CH:17]=[C:18]([CH:24]=[CH:25][CH:26]=2)[C:19]([O:21]CC)=[O:20])[C:9]2[C:4](=[CH:5][C:6](Br)=[CH:7][CH:8]=2)[N:3]=1.[CH3:28][O:29][C:30]1[N:35]=[C:34]([O:36][CH3:37])[C:33](B(O)O)=[CH:32][N:31]=1.C(=O)([O-])[O-].[K+].[K+].[OH-].[Na+]. (3) Given the product [CH3:1][C:2]1[CH:3]=[C:4]([CH:18]=[CH:19][C:20]=1[CH3:21])[C:5]([C:7]1[C:16](=[O:17])[C:15]2[C:10](=[CH:11][CH:12]=[CH:13][CH:14]=2)[N:9]([CH2:25][C:26]2[N:31]=[C:30]([C:32]#[N:33])[CH:29]=[CH:28][CH:27]=2)[CH:8]=1)=[O:6], predict the reactants needed to synthesize it. The reactants are: [CH3:1][C:2]1[CH:3]=[C:4]([CH:18]=[CH:19][C:20]=1[CH3:21])[C:5]([C:7]1[C:16](=[O:17])[C:15]2[C:10](=[CH:11][CH:12]=[CH:13][CH:14]=2)[NH:9][CH:8]=1)=[O:6].[H-].[Na+].Br[CH2:25][C:26]1[N:31]=[C:30]([C:32]#[N:33])[CH:29]=[CH:28][CH:27]=1. (4) Given the product [C:22]([O:21][C:19](=[O:20])[NH:1][CH:2]([C:3]#[N:4])[CH2:5][CH:6]1[CH2:7][CH2:8]1)([CH3:25])([CH3:24])[CH3:23], predict the reactants needed to synthesize it. The reactants are: [NH2:1][C:2](C)([CH2:5][CH:6]1[CH2:8][CH2:7]1)[C:3]#[N:4].C(N(C(C)C)CC)(C)C.[C:19](O[C:19]([O:21][C:22]([CH3:25])([CH3:24])[CH3:23])=[O:20])([O:21][C:22]([CH3:25])([CH3:24])[CH3:23])=[O:20]. (5) The reactants are: [NH2:1][C:2]1[S:3][CH:4]=[C:5]([C:7]2[CH:12]=[CH:11][C:10]([OH:13])=[CH:9][CH:8]=2)[N:6]=1.[CH3:14][O:15][CH2:16][CH2:17]O.C1(P(C2C=CC=CC=2)C2C=CC=CC=2)C=CC=CC=1.CCOC(/N=N/C(OCC)=O)=O. Given the product [CH3:14][O:15][CH2:16][CH2:17][O:13][C:10]1[CH:9]=[CH:8][C:7]([C:5]2[N:6]=[C:2]([NH2:1])[S:3][CH:4]=2)=[CH:12][CH:11]=1, predict the reactants needed to synthesize it.